From a dataset of Forward reaction prediction with 1.9M reactions from USPTO patents (1976-2016). Predict the product of the given reaction. (1) Given the reactants C(O)(C(F)(F)F)=O.[Cl:8][C:9]1[C:14]([NH:15][C:16]2[N:21]=[C:20]([N:22]([CH:32]3[CH2:34][CH2:33]3)CC3C=CC(OC)=CC=3)[C:19]3=[N:35][CH:36]=[C:37]([C:38]#[N:39])[N:18]3[N:17]=2)=[CH:13][C:12]([C:40]#[N:41])=[CH:11][C:10]=1[N:42]1[CH2:47][CH2:46][N:45](C(OC(C)(C)C)=O)[CH2:44][C:43]1=[O:55].C1(OC)C=CC=CC=1, predict the reaction product. The product is: [Cl:8][C:9]1[C:10]([N:42]2[CH2:47][CH2:46][NH:45][CH2:44][C:43]2=[O:55])=[CH:11][C:12]([C:40]#[N:41])=[CH:13][C:14]=1[NH:15][C:16]1[N:21]=[C:20]([NH:22][CH:32]2[CH2:34][CH2:33]2)[C:19]2=[N:35][CH:36]=[C:37]([C:38]#[N:39])[N:18]2[N:17]=1. (2) Given the reactants [F:1][C:2]1[CH:22]=[CH:21][C:5]([CH2:6][C:7]2[C:16]3[C:11](=[CH:12][CH:13]=[CH:14][C:15]=3[N+:17]([O-])=O)[C:10](=[O:20])[NH:9][N:8]=2)=[CH:4][C:3]=1[C:23]([N:25]1[CH2:30][CH2:29][CH:28]([O:31][CH3:32])[CH2:27][CH2:26]1)=[O:24], predict the reaction product. The product is: [NH2:17][C:15]1[CH:14]=[CH:13][CH:12]=[C:11]2[C:16]=1[C:7]([CH2:6][C:5]1[CH:21]=[CH:22][C:2]([F:1])=[C:3]([C:23]([N:25]3[CH2:30][CH2:29][CH:28]([O:31][CH3:32])[CH2:27][CH2:26]3)=[O:24])[CH:4]=1)=[N:8][NH:9][C:10]2=[O:20].